From a dataset of Catalyst prediction with 721,799 reactions and 888 catalyst types from USPTO. Predict which catalyst facilitates the given reaction. Reactant: C1C=C(CN[C:8]2[C:13]([C:14](O)=[O:15])=C[C:11]([S:17]([NH2:20])(=[O:19])=[O:18])=[C:10]([Cl:21])[CH:9]=2)OC=1.[CH2:22]([NH2:24])[CH3:23].ON1C2C=CC=[CH:34][C:29]=2N=N1.Cl.C(N=C=N[CH2:41][CH2:42][CH2:43][N:44]([CH3:46])C)C.CN(C=[O:51])C. Product: [CH2:22]([NH:24][C:14](=[O:15])[C:13]1[CH:8]=[CH:9][C:10]([Cl:21])=[C:11]([S:17]([NH2:20])(=[O:19])=[O:18])[C:46]=1[NH:44][CH2:43][C:42]1[O:51][CH:34]=[CH:29][CH:41]=1)[CH3:23]. The catalyst class is: 13.